This data is from Full USPTO retrosynthesis dataset with 1.9M reactions from patents (1976-2016). The task is: Predict the reactants needed to synthesize the given product. The reactants are: [CH3:1][O:2][C:3]([C@H:5]([NH:17]C(=O)OCC1C=CC=CC=1)[CH2:6][C:7]1[CH:8]=[CH:9][C:10]2[NH:14][C:13](=[O:15])[NH:12][C:11]=2[CH:16]=1)=[O:4].[H][H]. Given the product [NH2:17][C@H:5]([CH2:6][C:7]1[CH:8]=[CH:9][C:10]2[NH:14][C:13](=[O:15])[NH:12][C:11]=2[CH:16]=1)[C:3]([O:2][CH3:1])=[O:4], predict the reactants needed to synthesize it.